From a dataset of Forward reaction prediction with 1.9M reactions from USPTO patents (1976-2016). Predict the product of the given reaction. (1) Given the reactants CC1(C)C(C)(C)OB([C:9]2[CH:14]=[CH:13][CH:12]=[CH:11][C:10]=2[OH:15])O1.Cl[C:18]1[CH:23]=[C:22]([N:24]2[CH2:29][CH2:28][N:27]([C:30]([O:32][CH2:33][CH:34]([CH3:36])[CH3:35])=[O:31])[CH2:26][CH2:25]2)[CH:21]=[CH:20][N:19]=1.C([O-])([O-])=O.[K+].[K+].CC#N, predict the reaction product. The product is: [OH:15][C:10]1[CH:11]=[CH:12][CH:13]=[CH:14][C:9]=1[C:18]1[CH:23]=[C:22]([N:24]2[CH2:29][CH2:28][N:27]([C:30]([O:32][CH2:33][CH:34]([CH3:36])[CH3:35])=[O:31])[CH2:26][CH2:25]2)[CH:21]=[CH:20][N:19]=1. (2) Given the reactants ClC(Cl)(O[C:5](=[O:11])OC(Cl)(Cl)Cl)Cl.Cl.[CH:14]1([CH2:17][C:18]2[CH:23]=[C:22]([CH3:24])[C:21]([NH2:25])=[C:20]([CH3:26])[CH:19]=2)[CH2:16][CH2:15]1.CCN(C(C)C)C(C)C.CCCCCCC, predict the reaction product. The product is: [CH:14]1([CH2:17][C:18]2[CH:23]=[C:22]([CH3:24])[C:21]([N:25]=[C:5]=[O:11])=[C:20]([CH3:26])[CH:19]=2)[CH2:15][CH2:16]1. (3) The product is: [O:19]=[C:20]([OH:31])[C@@H:21]([C@H:23]([C@@H:25]([C@@H:27]([CH2:29][OH:30])[OH:28])[OH:26])[OH:24])[OH:22].[OH:31][OH:32]. Given the reactants CC1(C)CC(N)=C(C)C=C1C1C=C(C)C(N)=CC=1.[O:19]=[CH:20][C@@H:21]([C@H:23]([C@@H:25]([C@@H:27]([CH2:29][OH:30])[OH:28])[OH:26])[OH:24])[OH:22].[O:31]=[O:32], predict the reaction product. (4) Given the reactants Br[C:2]1[CH:3]=[C:4]2[C:9](=[C:10]([N+:12]([O-])=O)[CH:11]=1)[NH:8][C:7](=[O:15])[CH:6]([NH:16][C:17](=[O:23])[O:18][C:19]([CH3:22])([CH3:21])[CH3:20])[CH2:5]2.C(O)C.C([O-])=O.[NH4+], predict the reaction product. The product is: [NH2:12][C:10]1[CH:11]=[CH:2][CH:3]=[C:4]2[C:9]=1[NH:8][C:7](=[O:15])[CH:6]([NH:16][C:17](=[O:23])[O:18][C:19]([CH3:21])([CH3:20])[CH3:22])[CH2:5]2. (5) Given the reactants [N+:1]([C:4]1[CH:5]=[N:6][NH:7][CH:8]=1)([O-:3])=[O:2].[CH2:9]=[C:10]([C:12]1[CH:17]=[CH:16][CH:15]=[CH:14][CH:13]=1)[CH3:11], predict the reaction product. The product is: [N+:1]([C:4]1[CH:5]=[N:6][N:7]([C:10]([C:12]2[CH:17]=[CH:16][CH:15]=[CH:14][CH:13]=2)([CH3:11])[CH3:9])[CH:8]=1)([O-:3])=[O:2].